From a dataset of Reaction yield outcomes from USPTO patents with 853,638 reactions. Predict the reaction yield, written as a fraction of the theoretical maximum amount of product (1.0 means a 100% yield; for example, 0.34 means a 34% yield). (1) The reactants are F[C:2]1[CH:11]=[CH:10][C:5]([C:6]([NH:8][CH3:9])=[O:7])=[CH:4][CH:3]=1.[NH:12]1[CH2:17][CH2:16][NH:15][CH2:14][CH2:13]1. The catalyst is CS(C)=O. The product is [CH3:9][NH:8][C:6](=[O:7])[C:5]1[CH:10]=[CH:11][C:2]([N:12]2[CH2:17][CH2:16][NH:15][CH2:14][CH2:13]2)=[CH:3][CH:4]=1. The yield is 0.657. (2) The reactants are Cl[C:2]1[CH:7]=[C:6]([C:8]([OH:11])([CH3:10])[CH3:9])[CH:5]=[CH:4][N:3]=1.[CH3:12][C:13]1([CH3:29])[C:17]([CH3:19])([CH3:18])[O:16][B:15]([C:20]2[CH:28]=[CH:27][C:23]([C:24]([NH2:26])=[O:25])=[CH:22][CH:21]=2)[O:14]1.C([O-])([O-])=O.[Cs+].[Cs+]. The catalyst is O1CCOCC1. The product is [OH:11][C:8]([C:6]1[CH:5]=[CH:4][N:3]=[C:2]([NH:26][C:24](=[O:25])[C:23]2[CH:22]=[CH:21][C:20]([B:15]3[O:14][C:13]([CH3:12])([CH3:29])[C:17]([CH3:19])([CH3:18])[O:16]3)=[CH:28][CH:27]=2)[CH:7]=1)([CH3:10])[CH3:9]. The yield is 0.250. (3) The reactants are Cl[CH2:2][C:3]1[O:4][C:5]([C:8]([CH3:11])([CH3:10])[CH3:9])=[CH:6][N:7]=1.[CH2:12]([O:14][P:15]([O:19]CC)[O:16][CH2:17][CH3:18])[CH3:13]. The catalyst is C1(C)C=CC=CC=1. The product is [CH2:12]([O:14][P:15]([CH2:2][C:3]1[O:4][C:5]([C:8]([CH3:11])([CH3:10])[CH3:9])=[CH:6][N:7]=1)(=[O:19])[O:16][CH2:17][CH3:18])[CH3:13]. The yield is 0.980.